This data is from Forward reaction prediction with 1.9M reactions from USPTO patents (1976-2016). The task is: Predict the product of the given reaction. (1) Given the reactants [H-].[Na+].[C:3]([O:7][C:8]([NH:10][C:11]1[CH:16]=[CH:15][CH:14]=[CH:13][N:12]=1)=[O:9])([CH3:6])([CH3:5])[CH3:4].Br[CH2:18][CH2:19][CH2:20][CH2:21][C:22]1[CH:27]=[CH:26][C:25]([N+:28]([O-:30])=[O:29])=[CH:24][CH:23]=1, predict the reaction product. The product is: [C:3]([O:7][C:8]([N:10]([CH2:18][CH2:19][CH2:20][CH2:21][C:22]1[CH:27]=[CH:26][C:25]([N+:28]([O-:30])=[O:29])=[CH:24][CH:23]=1)[C:11]1[CH:16]=[CH:15][CH:14]=[CH:13][N:12]=1)=[O:9])([CH3:6])([CH3:4])[CH3:5]. (2) The product is: [NH2:14][C:13]1[C:12]2[C:11](=[CH:18][CH:17]=[CH:16][C:15]=2[O:19][CH:20]2[CH2:21][CH2:22][CH2:23][CH2:24][CH2:25]2)[N:10]=[C:2]([CH3:9])[C:3]=1[C:4]([O:6][CH2:7][CH3:8])=[O:5]. Given the reactants O=[C:2]([CH3:9])[CH2:3][C:4]([O:6][CH2:7][CH3:8])=[O:5].[NH2:10][C:11]1[CH:18]=[CH:17][CH:16]=[C:15]([O:19][CH:20]2[CH2:25][CH2:24][CH2:23][CH2:22][CH2:21]2)[C:12]=1[C:13]#[N:14].Cl[Sn](Cl)(Cl)Cl, predict the reaction product.